From a dataset of Forward reaction prediction with 1.9M reactions from USPTO patents (1976-2016). Predict the product of the given reaction. (1) The product is: [Br:1][C:2]1[C:3]([O:9][CH3:10])=[N:4][CH:5]=[C:6]([Cl:18])[C:7]=1[CH3:8]. Given the reactants [Br:1][C:2]1[C:3]([O:9][CH3:10])=[N:4][CH:5]=[CH:6][C:7]=1[CH3:8].C1C(=O)N([Cl:18])C(=O)C1, predict the reaction product. (2) Given the reactants [ClH:1].[CH3:2][S:3]([NH:6][C:7](=[O:20])[C@@H:8]([NH:12]C(=O)OC(C)(C)C)[CH2:9][C:10]#[CH:11])(=[O:5])=[O:4], predict the reaction product. The product is: [ClH:1].[NH2:12][C@@H:8]([CH2:9][C:10]#[CH:11])[C:7]([NH:6][S:3]([CH3:2])(=[O:5])=[O:4])=[O:20]. (3) The product is: [Br:1][C:2]1[CH:8]=[CH:7][C:5]2[N:6]=[C:15]([C:14]3[CH:18]=[CH:19][C:11]([F:10])=[CH:12][CH:13]=3)[O:9][C:4]=2[CH:3]=1. Given the reactants [Br:1][C:2]1[CH:8]=[CH:7][C:5]([NH2:6])=[C:4]([OH:9])[CH:3]=1.[F:10][C:11]1[CH:19]=[CH:18][C:14]([C:15](O)=O)=[CH:13][CH:12]=1, predict the reaction product. (4) Given the reactants [O:1]1[CH2:5][CH2:4][CH2:3][CH:2]1[C:6]([OH:8])=[O:7].C(Cl)(=O)C(Cl)=O.[O:15]=[CH:16][C:17]1[CH:25]=[CH:24][C:22](O)=[C:19]([O:20][CH3:21])[CH:18]=1.O1CCCC1C(Cl)=O.N1C=CC=CC=1, predict the reaction product. The product is: [O:1]1[CH2:5][CH2:4][CH2:3][CH:2]1[C:6]([O:8][C:22]1[CH:24]=[CH:25][C:17]([CH:16]=[O:15])=[CH:18][C:19]=1[O:20][CH3:21])=[O:7]. (5) Given the reactants CCCCSC(SCC1C=CC(C(C)(C)C)=CC=1)=NC1C=CC=NC=1.C1C=C[N+]([O-])=C(SSC2C=CC=C[N+]=2[O-])C=1.[CH:42]1[C:47](Cl)=[C:46]([NH:49][C:50]2[C:55]([N+]([O-])=O)=[C:54](Cl)[C:53](C(F)(F)F)=[CH:52][C:51]=2[N+]([O-])=O)[N:45]=[CH:44][C:43]=1C(F)(F)F.C1C=CC(C2C(C#N)=C(Cl)N=[C:79]([Cl:86])C=2C#N)=CC=1.CO/N=C(/[C:100]1[CH:105]=[CH:104][C:103](Cl)=[CH:102][C:101]=1[Cl:107])\CC1C=CC=NC=1.C[O:109]C1C=C(C(Cl)(Cl)Cl)C=C(Cl)N=1.C1C=C(COC2C=C(C(Cl)(Cl)Cl)C=C(Cl)N=2)OC=1, predict the reaction product. The product is: [CH:53]1[CH:54]=[CH:55][C:50]([NH:49][C:46]([C:47]2[CH:42]=[CH:43][CH:44]=[N:45][C:79]=2[Cl:86])=[O:109])=[C:51]([C:104]2[CH:103]=[CH:102][C:101]([Cl:107])=[CH:100][CH:105]=2)[CH:52]=1. (6) Given the reactants Cl.[F:2][C:3]1[CH:10]=[CH:9][CH:8]=[C:7]([O:11][CH2:12][CH:13]2[CH2:18][CH2:17][NH:16][CH2:15][CH2:14]2)[C:4]=1[C:5]#[N:6].[I:19][C:20]1[CH:21]=[C:22]([CH:26]=[CH:27][CH:28]=1)[C:23](Cl)=[O:24].C(N(CC)CC)C, predict the reaction product. The product is: [I:19][C:20]1[CH:21]=[C:22]([CH:26]=[CH:27][CH:28]=1)[C:23]([N:16]1[CH2:17][CH2:18][CH:13]([CH2:12][O:11][C:7]2[CH:8]=[CH:9][CH:10]=[C:3]([F:2])[C:4]=2[C:5]#[N:6])[CH2:14][CH2:15]1)=[O:24].